This data is from Catalyst prediction with 721,799 reactions and 888 catalyst types from USPTO. The task is: Predict which catalyst facilitates the given reaction. (1) Product: [F:32][C:33]1[CH:38]=[CH:37][CH:36]=[CH:35][C:34]=1[C@H:39]([N:41]([CH2:42][C:43]1[CH:44]=[CH:45][C:46]([C:47]([O:49][CH3:50])=[O:48])=[CH:51][CH:52]=1)[C:21]([C@@H:20]1[CH2:19][C:18]2[C:13](=[CH:14][CH:15]=[CH:16][CH:17]=2)[CH2:12][N:11]1[C:9]([O:8][CH2:1][C:2]1[CH:7]=[CH:6][CH:5]=[CH:4][CH:3]=1)=[O:10])=[O:22])[CH3:40]. Reactant: [CH2:1]([O:8][C:9]([N:11]1[C@H:20]([C:21](O)=[O:22])[CH2:19][C:18]2[C:13](=[CH:14][CH:15]=[CH:16][CH:17]=2)[CH2:12]1)=[O:10])[C:2]1[CH:7]=[CH:6][CH:5]=[CH:4][CH:3]=1.ClC(N(C)C)=C(C)C.[F:32][C:33]1[CH:38]=[CH:37][CH:36]=[CH:35][C:34]=1[C@H:39]([NH:41][CH2:42][C:43]1[CH:52]=[CH:51][C:46]([C:47]([O:49][CH3:50])=[O:48])=[CH:45][CH:44]=1)[CH3:40].CCN(C(C)C)C(C)C. The catalyst class is: 2. (2) Reactant: [CH2:1]([O:5][C:6]1[CH:10]=[C:9]([CH2:11][CH2:12][C:13]([O:15]CC)=[O:14])[N:8]([CH2:18][C:19]2[CH:24]=[CH:23][C:22]([C:25]([F:28])([F:27])[F:26])=[CH:21][C:20]=2[Cl:29])[N:7]=1)[CH2:2][CH2:3][CH3:4].[OH-].[Na+].O1CCCC1. Product: [CH2:1]([O:5][C:6]1[CH:10]=[C:9]([CH2:11][CH2:12][C:13]([OH:15])=[O:14])[N:8]([CH2:18][C:19]2[CH:24]=[CH:23][C:22]([C:25]([F:28])([F:27])[F:26])=[CH:21][C:20]=2[Cl:29])[N:7]=1)[CH2:2][CH2:3][CH3:4]. The catalyst class is: 8. (3) Reactant: [H-].[Na+].C(OP([CH2:11][C:12]#[N:13])(=O)OCC)C.[CH3:14][C:15]1[CH:20]=[CH:19][C:18]([C:21]2[C:30]3[C:25](=[CH:26][CH:27]=[C:28]([C:31](=O)[CH3:32])[CH:29]=3)[C:24]([CH3:35])([CH3:34])[CH2:23][CH:22]=2)=[CH:17][CH:16]=1. Product: [CH3:34][C:24]1([CH3:35])[CH2:23][CH:22]=[C:21]([C:18]2[CH:17]=[CH:16][C:15]([CH3:14])=[CH:20][CH:19]=2)[C:30]2[CH:29]=[C:28](/[C:31](/[CH3:32])=[CH:11]/[C:12]#[N:13])[CH:27]=[CH:26][C:25]1=2. The catalyst class is: 116. (4) Reactant: C(O[C:4]([C:6]1[N:11]=[C:10]([CH2:12][CH2:13][CH3:14])[C:9]2[N:15]=[C:16]([C:18]3[CH:23]=[CH:22][CH:21]=[CH:20][CH:19]=3)[S:17][C:8]=2[C:7]=1[OH:24])=[O:5])C.[NH2:25][CH2:26][C:27]([OH:29])=[O:28]. Product: [OH:24][C:7]1[C:8]2[S:17][C:16]([C:18]3[CH:19]=[CH:20][CH:21]=[CH:22][CH:23]=3)=[N:15][C:9]=2[C:10]([CH2:12][CH2:13][CH3:14])=[N:11][C:6]=1[C:4]([NH:25][CH2:26][C:27]([OH:29])=[O:28])=[O:5]. The catalyst class is: 779. (5) Reactant: [OH:1][C:2]1([CH2:18][N:19]2[C:24](=[O:25])[C:23]3[CH:26]=[N:27][N:28]([CH3:29])[C:22]=3[N:21]=[CH:20]2)[CH2:7][CH2:6][N:5]([C:8](=[O:17])[C:9]2[CH:14]=[CH:13][C:12]([CH2:15][OH:16])=[CH:11][CH:10]=2)[CH2:4][CH2:3]1.[H-].[Na+].Cl[C:33]1[N:38]=[CH:37][CH:36]=[CH:35][N:34]=1. Product: [OH:1][C:2]1([CH2:18][N:19]2[C:24](=[O:25])[C:23]3[CH:26]=[N:27][N:28]([CH3:29])[C:22]=3[N:21]=[CH:20]2)[CH2:3][CH2:4][N:5]([C:8](=[O:17])[C:9]2[CH:10]=[CH:11][C:12]([CH2:15][O:16][C:33]3[N:38]=[CH:37][CH:36]=[CH:35][N:34]=3)=[CH:13][CH:14]=2)[CH2:6][CH2:7]1. The catalyst class is: 3.